Predict the reactants needed to synthesize the given product. From a dataset of Full USPTO retrosynthesis dataset with 1.9M reactions from patents (1976-2016). (1) Given the product [NH2:26][C:19]1[C:18]2[CH2:17][N:16]([CH:14]([C:4]3[CH:5]=[N:6][C:7]([O:8][CH2:9][C:10]([F:12])([F:13])[F:11])=[C:2]([CH3:1])[CH:3]=3)[CH3:15])[C:24](=[O:25])[C:23]=2[CH:22]=[CH:21][N:20]=1, predict the reactants needed to synthesize it. The reactants are: [CH3:1][C:2]1[CH:3]=[C:4]([CH:14]([N:16]2[C:24](=[O:25])[C:23]3[CH:22]=[CH:21][N:20]=[C:19]([NH:26]C(=O)C)[C:18]=3[CH2:17]2)[CH3:15])[CH:5]=[N:6][C:7]=1[O:8][CH2:9][C:10]([F:13])([F:12])[F:11].Cl. (2) The reactants are: C[N:2]([CH3:13])[C:3](=[O:12])[C:4]1[CH:9]=[CH:8][CH:7]=[C:6]([CH3:10])[C:5]=1[CH3:11].[OH:14][CH:15]1[CH2:20][CH2:19][CH2:18][N:17]([CH2:21][CH2:22]C#N)[CH2:16]1. Given the product [OH:14][CH:15]1[CH2:20][CH2:19][CH2:18][N:17]([CH2:21][CH2:22][C:13]2[NH:2][C:3](=[O:12])[C:4]3[C:5]([CH:11]=2)=[C:6]([CH3:10])[CH:7]=[CH:8][CH:9]=3)[CH2:16]1, predict the reactants needed to synthesize it. (3) Given the product [CH:1]1([N:4]([S:31]([C:34]2[CH:39]=[CH:38][CH:37]=[CH:36][N:35]=2)(=[O:33])=[O:32])[C:5]2[CH:6]=[C:7]([O:26][CH2:27][CH2:28][O:29][CH3:30])[CH:8]=[C:9]3[C:13]=2[NH:12][CH:11]([C:21]([O:23][CH2:24][CH3:25])=[O:22])[CH2:10]3)[CH2:2][CH2:3]1, predict the reactants needed to synthesize it. The reactants are: [CH:1]1([N:4]([S:31]([C:34]2[CH:39]=[CH:38][CH:37]=[CH:36][N:35]=2)(=[O:33])=[O:32])[C:5]2[CH:6]=[C:7]([O:26][CH2:27][CH2:28][O:29][CH3:30])[CH:8]=[C:9]3[C:13]=2[N:12](C(OC(C)(C)C)=O)[CH:11]([C:21]([O:23][CH2:24][CH3:25])=[O:22])[CH2:10]3)[CH2:3][CH2:2]1. (4) Given the product [F:5][C:6]1[C:15]([NH:16][S:17]([C:20]2[CH:25]=[CH:24][C:23]([OH:26])=[CH:22][C:21]=2[CH3:28])(=[O:18])=[O:19])=[CH:14][C:9]2[B:10]([OH:13])[O:11][CH2:12][C:8]=2[CH:7]=1, predict the reactants needed to synthesize it. The reactants are: B(Br)(Br)Br.[F:5][C:6]1[C:15]([NH:16][S:17]([C:20]2[CH:25]=[CH:24][C:23]([O:26]C)=[CH:22][C:21]=2[CH3:28])(=[O:19])=[O:18])=[CH:14][C:9]2[B:10]([OH:13])[O:11][CH2:12][C:8]=2[CH:7]=1. (5) Given the product [NH:8]1[CH2:13][CH2:12][CH:11]([CH2:14][N:15]2[C:23]3[N:18]4[C:19](=[N:24][C:25]([CH3:26])=[C:17]4[C:16]2=[O:27])[CH:20]=[CH:21][CH:22]=3)[CH2:10][CH2:9]1, predict the reactants needed to synthesize it. The reactants are: C(OC([N:8]1[CH2:13][CH2:12][CH:11]([CH2:14][N:15]2[C:23]3[N:18]4[C:19](=[N:24][C:25]([CH3:26])=[C:17]4[C:16]2=[O:27])[CH:20]=[CH:21][CH:22]=3)[CH2:10][CH2:9]1)=O)(C)(C)C.Cl. (6) The reactants are: C(O)(C(F)(F)F)=O.[NH2:8][C:9](=[O:47])[CH:10]([C:12]1[CH:46]=[CH:45][CH:44]=[CH:43][C:13]=1[CH2:14][CH2:15][C:16]1[C:21]([Cl:22])=[CH:20][N:19]=[C:18]([NH:23][C:24]2[CH:25]=[CH:26][C:27]([CH:30]3[CH2:35][CH2:34][N:33](C(OC(C)(C)C)=O)[CH2:32][CH2:31]3)=[N:28][CH:29]=2)[N:17]=1)[CH3:11]. Given the product [Cl:22][C:21]1[C:16]([CH2:15][CH2:14][C:13]2[CH:43]=[CH:44][CH:45]=[CH:46][C:12]=2[CH:10]([CH3:11])[C:9]([NH2:8])=[O:47])=[N:17][C:18]([NH:23][C:24]2[CH:29]=[N:28][C:27]([CH:30]3[CH2:35][CH2:34][NH:33][CH2:32][CH2:31]3)=[CH:26][CH:25]=2)=[N:19][CH:20]=1, predict the reactants needed to synthesize it.